Task: Predict which catalyst facilitates the given reaction.. Dataset: Catalyst prediction with 721,799 reactions and 888 catalyst types from USPTO (1) Reactant: [CH3:1][N:2]([CH3:30])[S:3]([N:6]1[CH:10]=[C:9]([CH:11]([OH:22])[C:12]2[CH:21]=[CH:20][C:19]3[C:14](=[CH:15][CH:16]=[CH:17][CH:18]=3)[CH:13]=2)[N:8]=[C:7]1[Si](C(C)(C)C)(C)C)(=[O:5])=[O:4].[F-].C([N+](CCCC)(CCCC)CCCC)CCC. Product: [CH3:1][N:2]([CH3:30])[S:3]([N:6]1[CH:10]=[C:9]([CH:11]([OH:22])[C:12]2[CH:21]=[CH:20][C:19]3[C:14](=[CH:15][CH:16]=[CH:17][CH:18]=3)[CH:13]=2)[N:8]=[CH:7]1)(=[O:4])=[O:5]. The catalyst class is: 1. (2) Reactant: [CH2:1]([O:3][C:4](=[O:15])[CH2:5][C:6]1[CH:11]=[CH:10][C:9]([O:12][CH3:13])=[C:8]([Br:14])[CH:7]=1)[CH3:2].IC.[CH3:18][Si]([N-][Si](C)(C)C)(C)C.[Na+]. Product: [CH2:1]([O:3][C:4](=[O:15])[CH:5]([C:6]1[CH:11]=[CH:10][C:9]([O:12][CH3:13])=[C:8]([Br:14])[CH:7]=1)[CH3:18])[CH3:2]. The catalyst class is: 1. (3) The catalyst class is: 4. Product: [CH3:1][CH2:2][N:3]([C:21]([CH3:23])=[O:22])[C:4]1[CH:5]=[CH:6][CH:7]=[C:8]([C:10]2[N:15]3[N:16]=[CH:17][C:18]([C:19]#[N:20])=[C:14]3[N:13]=[CH:12][CH:11]=2)[CH:9]=1.[P:24]([O-:28])([O-:27])([O-:26])=[O:25]. Reactant: [CH3:1][CH2:2][N:3]([C:21]([CH3:23])=[O:22])[C:4]1[CH:5]=[CH:6][CH:7]=[C:8]([C:10]2[N:15]3[N:16]=[CH:17][C:18]([C:19]#[N:20])=[C:14]3[N:13]=[CH:12][CH:11]=2)[CH:9]=1.[P:24](=[O:28])([OH:27])([OH:26])[OH:25].C(OCC)C.